From a dataset of Full USPTO retrosynthesis dataset with 1.9M reactions from patents (1976-2016). Predict the reactants needed to synthesize the given product. (1) Given the product [N:17]1[CH:18]=[CH:19][CH:20]=[C:15]([C:10]2[CH:11]=[CH:12][CH:13]=[CH:14][C:9]=2[OH:8])[CH:16]=1, predict the reactants needed to synthesize it. The reactants are: C([O:8][C:9]1[CH:14]=[CH:13][CH:12]=[CH:11][C:10]=1[C:15]1[CH:16]=[N:17][CH:18]=[CH:19][CH:20]=1)C1C=CC=CC=1. (2) Given the product [CH3:22][N:13]([C:11]([O:10][CH2:9][C:3]1[CH:4]=[CH:5][CH:6]=[CH:7][CH:8]=1)=[O:12])[C:14]1([C:17]([O:19][CH3:20])=[O:18])[CH2:16][CH2:15]1, predict the reactants needed to synthesize it. The reactants are: [H-].[Na+].[C:3]1([CH2:9][O:10][C:11]([NH:13][C:14]2([C:17]([O:19][CH3:20])=[O:18])[CH2:16][CH2:15]2)=[O:12])[CH:8]=[CH:7][CH:6]=[CH:5][CH:4]=1.I[CH3:22]. (3) Given the product [C:8]([C:7]1[C:6]([F:16])=[C:5]([CH:4]=[CH:3][C:2]=1[Cl:1])[CH:17]=[O:23])(=[O:9])[C:10]1[CH:15]=[CH:14][CH:13]=[CH:12][CH:11]=1, predict the reactants needed to synthesize it. The reactants are: [Cl:1][C:2]1[C:7]([C:8]([C:10]2[CH:15]=[CH:14][CH:13]=[CH:12][CH:11]=2)=[O:9])=[C:6]([F:16])[C:5]([CH:17](Br)Br)=[CH:4][CH:3]=1.C([OH:23])(C)C.O. (4) The reactants are: [Cl:1][C:2]1[N:7]=[CH:6][C:5]([C:8]([O:10]CC)=[O:9])=[CH:4][N:3]=1.[OH-].[Na+].Cl. Given the product [Cl:1][C:2]1[N:7]=[CH:6][C:5]([C:8]([OH:10])=[O:9])=[CH:4][N:3]=1, predict the reactants needed to synthesize it. (5) Given the product [F:6][C:7]1[C:12]([OH:34])=[CH:11][N:10]=[C:9]2[N:13]([Si:16]([CH:20]([CH3:22])[CH3:21])([CH:23]([CH3:25])[CH3:24])[CH:17]([CH3:18])[CH3:19])[CH:14]=[CH:15][C:8]=12, predict the reactants needed to synthesize it. The reactants are: C([Li])(CC)C.[F:6][C:7]1[CH:12]=[CH:11][N:10]=[C:9]2[N:13]([Si:16]([CH:23]([CH3:25])[CH3:24])([CH:20]([CH3:22])[CH3:21])[CH:17]([CH3:19])[CH3:18])[CH:14]=[CH:15][C:8]=12.CC1(C)[C@@]23C4(ON4S(=O)(=[O:34])C2)C[C@@H]1CC3.[Cl-].[NH4+]. (6) The reactants are: [F:1][C:2]([F:36])([F:35])[C:3]1[CH:4]=[C:5]([CH:28]=[C:29]([C:31]([F:34])([F:33])[F:32])[CH:30]=1)[CH2:6][N:7]1[CH2:14][CH2:13][CH2:12][O:11][C:10]2[N:15]=[C:16](Cl)[CH:17]=[C:18]([C:19]3[CH:24]=[CH:23][C:22]([F:25])=[CH:21][CH:20]=3)[C:9]=2[C:8]1=[O:27].[N:37]1([CH:43]2[CH2:48][CH2:47][NH:46][CH2:45][CH2:44]2)[CH2:42][CH2:41][O:40][CH2:39][CH2:38]1. Given the product [F:1][C:2]([F:36])([F:35])[C:3]1[CH:4]=[C:5]([CH:28]=[C:29]([C:31]([F:34])([F:33])[F:32])[CH:30]=1)[CH2:6][N:7]1[CH2:14][CH2:13][CH2:12][O:11][C:10]2[N:15]=[C:16]([N:46]3[CH2:47][CH2:48][CH:43]([N:37]4[CH2:42][CH2:41][O:40][CH2:39][CH2:38]4)[CH2:44][CH2:45]3)[CH:17]=[C:18]([C:19]3[CH:24]=[CH:23][C:22]([F:25])=[CH:21][CH:20]=3)[C:9]=2[C:8]1=[O:27], predict the reactants needed to synthesize it.